Predict hERG channel inhibition at various concentrations. From a dataset of hERG Central: cardiac toxicity at 1µM, 10µM, and general inhibition. (1) The compound is CCOc1ccc(NC(=O)CN2CCN(CC(=O)Nc3ccc(F)c(F)c3)CC2)cc1. Results: hERG_inhib (hERG inhibition (general)): blocker. (2) The molecule is O=C(Nc1cccnc1)/C(N=Nc1cccnc1)=C(\O)c1ccccc1. Results: hERG_inhib (hERG inhibition (general)): blocker. (3) The drug is COc1ccc(CNCCc2ccc(Cl)cc2)c(OC)c1OC.O=C(O)C(=O)O. Results: hERG_inhib (hERG inhibition (general)): blocker. (4) The molecule is CN(CCOc1ccccc1)C(=O)C1CCC(=O)N(CCc2ccc(Cl)cc2)C1. Results: hERG_inhib (hERG inhibition (general)): blocker. (5) The drug is CC(C)(C)c1nc2ccc([N+](=O)[O-])cc2[nH]1. Results: hERG_inhib (hERG inhibition (general)): blocker.